Dataset: NCI-60 drug combinations with 297,098 pairs across 59 cell lines. Task: Regression. Given two drug SMILES strings and cell line genomic features, predict the synergy score measuring deviation from expected non-interaction effect. (1) Drug 1: CN(C)C1=NC(=NC(=N1)N(C)C)N(C)C. Drug 2: CS(=O)(=O)OCCCCOS(=O)(=O)C. Cell line: RXF 393. Synergy scores: CSS=4.39, Synergy_ZIP=-1.22, Synergy_Bliss=1.20, Synergy_Loewe=-3.73, Synergy_HSA=-1.88. (2) Drug 1: CC1=C2C(C(=O)C3(C(CC4C(C3C(C(C2(C)C)(CC1OC(=O)C(C(C5=CC=CC=C5)NC(=O)C6=CC=CC=C6)O)O)OC(=O)C7=CC=CC=C7)(CO4)OC(=O)C)O)C)OC(=O)C. Drug 2: C1=NC2=C(N1)C(=S)N=CN2. Cell line: SNB-75. Synergy scores: CSS=38.9, Synergy_ZIP=-12.0, Synergy_Bliss=-3.23, Synergy_Loewe=-7.24, Synergy_HSA=-1.62. (3) Drug 1: CCCCCOC(=O)NC1=NC(=O)N(C=C1F)C2C(C(C(O2)C)O)O. Drug 2: CC1CCC2CC(C(=CC=CC=CC(CC(C(=O)C(C(C(=CC(C(=O)CC(OC(=O)C3CCCCN3C(=O)C(=O)C1(O2)O)C(C)CC4CCC(C(C4)OC)O)C)C)O)OC)C)C)C)OC. Cell line: BT-549. Synergy scores: CSS=9.92, Synergy_ZIP=-0.315, Synergy_Bliss=0.980, Synergy_Loewe=-22.0, Synergy_HSA=-1.77. (4) Drug 1: C1=NC2=C(N1)C(=S)N=C(N2)N. Drug 2: C1C(C(OC1N2C=NC(=NC2=O)N)CO)O. Cell line: UO-31. Synergy scores: CSS=22.3, Synergy_ZIP=-7.27, Synergy_Bliss=-4.69, Synergy_Loewe=-7.52, Synergy_HSA=-2.26. (5) Drug 1: COC1=NC(=NC2=C1N=CN2C3C(C(C(O3)CO)O)O)N. Drug 2: C1CN(CCN1C(=O)CCBr)C(=O)CCBr. Cell line: A549. Synergy scores: CSS=28.0, Synergy_ZIP=8.32, Synergy_Bliss=10.6, Synergy_Loewe=-0.230, Synergy_HSA=9.71. (6) Drug 1: C1CCC(CC1)NC(=O)N(CCCl)N=O. Drug 2: CC1C(C(=O)NC(C(=O)N2CCCC2C(=O)N(CC(=O)N(C(C(=O)O1)C(C)C)C)C)C(C)C)NC(=O)C3=C4C(=C(C=C3)C)OC5=C(C(=O)C(=C(C5=N4)C(=O)NC6C(OC(=O)C(N(C(=O)CN(C(=O)C7CCCN7C(=O)C(NC6=O)C(C)C)C)C)C(C)C)C)N)C. Cell line: SK-MEL-5. Synergy scores: CSS=9.23, Synergy_ZIP=0.881, Synergy_Bliss=7.80, Synergy_Loewe=3.29, Synergy_HSA=3.69. (7) Drug 1: CC1=C(C(=CC=C1)Cl)NC(=O)C2=CN=C(S2)NC3=CC(=NC(=N3)C)N4CCN(CC4)CCO. Drug 2: CCCCC(=O)OCC(=O)C1(CC(C2=C(C1)C(=C3C(=C2O)C(=O)C4=C(C3=O)C=CC=C4OC)O)OC5CC(C(C(O5)C)O)NC(=O)C(F)(F)F)O. Cell line: COLO 205. Synergy scores: CSS=48.6, Synergy_ZIP=-1.60, Synergy_Bliss=-7.13, Synergy_Loewe=-7.57, Synergy_HSA=-7.65.